This data is from Catalyst prediction with 721,799 reactions and 888 catalyst types from USPTO. The task is: Predict which catalyst facilitates the given reaction. Reactant: [F:1][C:2]1[CH:7]=[CH:6][C:5]([F:8])=[CH:4][C:3]=1[CH:9]1[CH2:13][C@@H:12](O)[CH2:11][N:10]1[C:15]([O:17][C:18]([CH3:21])([CH3:20])[CH3:19])=[O:16].CCN(S(F)(F)[F:28])CC. Product: [F:1][C:2]1[CH:7]=[CH:6][C:5]([F:8])=[CH:4][C:3]=1[C@H:9]1[CH2:13][C@H:12]([F:28])[CH2:11][N:10]1[C:15]([O:17][C:18]([CH3:21])([CH3:20])[CH3:19])=[O:16].[F:1][C:2]1[CH:7]=[CH:6][C:5]([F:8])=[CH:4][C:3]=1[C@@H:9]1[CH2:13][C@H:12]([F:28])[CH2:11][N:10]1[C:15]([O:17][C:18]([CH3:21])([CH3:20])[CH3:19])=[O:16]. The catalyst class is: 2.